The task is: Predict the reactants needed to synthesize the given product.. This data is from Full USPTO retrosynthesis dataset with 1.9M reactions from patents (1976-2016). (1) Given the product [N:1]([C:2]1[CH:22]=[CH:21][C:5]([O:6][C:7]2[CH:12]=[CH:11][CH:10]=[CH:9][C:8]=2[C:13]2[CH:18]=[CH:17][N:16]=[C:15]([NH:19][CH3:20])[N:14]=2)=[CH:4][CH:3]=1)=[C:30]=[S:31], predict the reactants needed to synthesize it. The reactants are: [NH2:1][C:2]1[CH:22]=[CH:21][C:5]([O:6][C:7]2[CH:12]=[CH:11][CH:10]=[CH:9][C:8]=2[C:13]2[CH:18]=[CH:17][N:16]=[C:15]([NH:19][CH3:20])[N:14]=2)=[CH:4][CH:3]=1.C1C=C(O[C:30](OC2N=CC=CC=2)=[S:31])N=CC=1. (2) Given the product [C:6]([C:5]1[CH:8]=[CH:9][C:2]([NH:1][CH2:11][C:12]([OH:14])=[O:13])=[CH:3][CH:4]=1)#[N:7], predict the reactants needed to synthesize it. The reactants are: [NH2:1][C:2]1[CH:9]=[CH:8][C:5]([C:6]#[N:7])=[CH:4][CH:3]=1.Cl[CH2:11][C:12]([O-:14])=[O:13].[Na+]. (3) Given the product [CH2:29]([N:5]1[CH:4]([C:22]2[CH:27]=[CH:26][CH:25]=[CH:24][CH:23]=2)[CH2:3][C:2]([CH3:28])([CH3:1])[N:7]2[N:8]=[CH:9][C:10]([S:11]([CH2:14][C:15]3[CH:20]=[CH:19][C:18]([CH3:21])=[CH:17][CH:16]=3)(=[O:12])=[O:13])=[C:6]12)[C:30]1[CH:35]=[CH:34][CH:33]=[CH:32][CH:31]=1, predict the reactants needed to synthesize it. The reactants are: [CH3:1][C:2]1([CH3:28])[N:7]2[N:8]=[CH:9][C:10]([S:11]([CH2:14][C:15]3[CH:20]=[CH:19][C:18]([CH3:21])=[CH:17][CH:16]=3)(=[O:13])=[O:12])=[C:6]2[NH:5][CH:4]([C:22]2[CH:27]=[CH:26][CH:25]=[CH:24][CH:23]=2)[CH2:3]1.[CH2:29](Br)[C:30]1[CH:35]=[CH:34][CH:33]=[CH:32][CH:31]=1.[H-].[Na+]. (4) Given the product [CH3:7][O:8][CH2:9][CH2:10][S:11][CH2:12][C:13]1[CH:18]=[CH:17][C:16]([C@@H:19]2[C@@H:24]([O:25][CH2:26][C:27]3[CH:28]=[CH:29][C:30]4[O:35][CH2:34][CH2:33][N:32]([CH2:36][CH2:37][CH2:38][O:39][CH3:40])[C:31]=4[CH:41]=3)[CH2:23][NH:22][CH2:21][C@H:20]2[O:52][CH2:53][C@H:54]([OH:56])[CH3:55])=[CH:15][CH:14]=1, predict the reactants needed to synthesize it. The reactants are: [H-].[Al+3].[Li+].[H-].[H-].[H-].[CH3:7][O:8][CH2:9][CH2:10][S:11][CH2:12][C:13]1[CH:18]=[CH:17][C:16]([C@@H:19]2[C@@H:24]([O:25][CH2:26][C:27]3[CH:28]=[CH:29][C:30]4[O:35][CH2:34][CH2:33][N:32]([CH2:36][CH2:37][CH2:38][O:39][CH3:40])[C:31]=4[CH:41]=3)[CH2:23][N:22](S(C3C=CC(C)=CC=3)(=O)=O)[CH2:21][C@H:20]2[O:52][CH2:53][C@H:54]([OH:56])[CH3:55])=[CH:15][CH:14]=1.O.[OH-].[Na+]. (5) Given the product [Br:9][C:10]1[N:15]2[CH:16]=[N:17][CH:18]=[C:14]2[C:13]([OH:19])=[N:12][C:11]=1[Cl:29], predict the reactants needed to synthesize it. The reactants are: FC(F)(F)S(O)(=O)=O.[Br:9][C:10]1[N:15]2[CH:16]=[N:17][CH:18]=[C:14]2[C:13](=[O:19])[N:12](CC2C=CC(OC)=CC=2)[C:11]=1[Cl:29].FC(F)(F)C(O)=O.C1(OC)C=CC=CC=1. (6) Given the product [CH3:9][N:10]1[CH:14]=[C:13]([C:2]2[CH:3]=[CH:4][C:5]([NH2:8])=[N:6][CH:7]=2)[CH:12]=[N:11]1, predict the reactants needed to synthesize it. The reactants are: Br[C:2]1[CH:3]=[CH:4][C:5]([NH2:8])=[N:6][CH:7]=1.[CH3:9][N:10]1[CH:14]=[C:13](B2OC(C)(C)C(C)(C)O2)[CH:12]=[N:11]1.C([O-])([O-])=O.[Na+].[Na+]. (7) Given the product [C:23]([C:3]1[N:4]([CH2:32][C:33]([O:35][CH2:36][CH3:37])=[O:34])[C:5]([CH3:22])=[C:6]([CH2:7][C:8]2[CH:13]=[CH:12][CH:11]=[CH:10][C:9]=2[S:14]([N:17]2[CH2:21][CH2:20][CH2:19][CH2:18]2)(=[O:16])=[O:15])[C:2]=1[CH3:1])#[N:24], predict the reactants needed to synthesize it. The reactants are: [CH3:1][C:2]1[C:6]([CH2:7][C:8]2[CH:13]=[CH:12][CH:11]=[CH:10][C:9]=2[S:14]([N:17]2[CH2:21][CH2:20][CH2:19][CH2:18]2)(=[O:16])=[O:15])=[C:5]([CH3:22])[NH:4][C:3]=1[C:23]#[N:24].C(=O)([O-])[O-].[Cs+].[Cs+].Br[CH2:32][C:33]([O:35][CH2:36][CH3:37])=[O:34].